Dataset: Catalyst prediction with 721,799 reactions and 888 catalyst types from USPTO. Task: Predict which catalyst facilitates the given reaction. (1) Product: [CH2:28]([N:30]1[CH2:35][CH2:34][N:33]([CH:2]([C:4]2[C:5]([F:27])=[CH:6][C:7]3[O:16][CH2:15][CH2:14][N:13]4[CH:12]=[C:11]([C:17]5[N:18]([CH:23]([CH3:25])[CH3:24])[N:19]=[C:20]([CH3:22])[N:21]=5)[N:10]=[C:9]4[C:8]=3[CH:26]=2)[CH3:3])[CH2:32][CH2:31]1)[CH3:29]. The catalyst class is: 12. Reactant: Br[CH:2]([C:4]1[C:5]([F:27])=[CH:6][C:7]2[O:16][CH2:15][CH2:14][N:13]3[C:9](=[N:10][C:11]([C:17]4[N:18]([CH:23]([CH3:25])[CH3:24])[N:19]=[C:20]([CH3:22])[N:21]=4)=[CH:12]3)[C:8]=2[CH:26]=1)[CH3:3].[CH2:28]([N:30]1[CH2:35][CH2:34][NH:33][CH2:32][CH2:31]1)[CH3:29].CCN(C(C)C)C(C)C. (2) Reactant: [Cl-].[CH2:2]([Al+:6][CH2:7][CH:8]([CH3:10])[CH3:9])[CH:3]([CH3:5])[CH3:4].[CH3:11][N:12]([CH3:24])[C:13]1[CH:14]=[CH:15][CH:16]=[C:17]2[C:22]=1[C:21]([Li])=[CH:20][CH:19]=[CH:18]2. Product: [CH3:11][N:12]([CH3:24])[C:13]1[CH:14]=[CH:15][CH:16]=[C:17]2[C:22]=1[C:21]([Al:6]([CH2:7][CH:8]([CH3:10])[CH3:9])[CH2:2][CH:3]([CH3:5])[CH3:4])=[CH:20][CH:19]=[CH:18]2. The catalyst class is: 27. (3) Reactant: [C:1]([C:5]1[CH:10]=[C:9]([C:11](=[S:13])[NH2:12])[CH:8]=[CH:7][N:6]=1)([CH3:4])([CH3:3])[CH3:2].Br[CH2:15][C:16]([C:18]1[CH:23]=[CH:22][C:21]([NH:24][S:25]([C:28]([F:31])([F:30])[F:29])(=[O:27])=[O:26])=[CH:20][C:19]=1[Cl:32])=O. Product: [C:1]([C:5]1[CH:10]=[C:9]([C:11]2[S:13][CH:15]=[C:16]([C:18]3[CH:23]=[CH:22][C:21]([NH:24][S:25]([C:28]([F:30])([F:29])[F:31])(=[O:26])=[O:27])=[CH:20][C:19]=3[Cl:32])[N:12]=2)[CH:8]=[CH:7][N:6]=1)([CH3:4])([CH3:2])[CH3:3]. The catalyst class is: 14. (4) Reactant: [NH2:1][C:2]1[S:3][C:4]([Br:14])=[CH:5][C:6]=1[C:7]([O:9][C:10]([CH3:13])([CH3:12])[CH3:11])=[O:8].[Cl:15][C:16]1[CH:21]=[CH:20][CH:19]=[C:18]([Cl:22])[C:17]=1[N:23]=[C:24]=[O:25].C(N(CC)CC)C. Product: [Br:14][C:4]1[S:3][C:2]([NH:1][C:24]([NH:23][C:17]2[C:18]([Cl:22])=[CH:19][CH:20]=[CH:21][C:16]=2[Cl:15])=[O:25])=[C:6]([C:7]([O:9][C:10]([CH3:11])([CH3:13])[CH3:12])=[O:8])[CH:5]=1. The catalyst class is: 3. (5) Reactant: [C:1]([CH:3]([CH:7]1[C:11]([Cl:12])=[C:10](Cl)C(=O)O1)[C:4]([NH2:6])=[O:5])#[N:2].Cl.[NH2:16][CH:17]([C:19]1[CH:20]=[C:21]([CH:24]=[C:25]([Cl:27])[CH:26]=1)[C:22]#[N:23])[CH3:18].C(N(CC)CC)C. Product: [ClH:12].[Cl:12][C:11]1[CH:7]=[C:3]([C:4]([NH2:6])=[O:5])[C:1](=[NH:2])[N:16]([CH:17]([C:19]2[CH:20]=[C:21]([C:22]#[N:23])[CH:24]=[C:25]([Cl:27])[CH:26]=2)[CH3:18])[CH:10]=1. The catalyst class is: 5. (6) Reactant: [F:1][C:2]1[CH:7]=[CH:6][C:5]([OH:8])=[CH:4][N:3]=1.C(=O)([O-])[O-].[Na+].[Na+].[I:15]I. Product: [F:1][C:2]1[N:3]=[C:4]([I:15])[C:5]([OH:8])=[CH:6][CH:7]=1. The catalyst class is: 6.